Dataset: Catalyst prediction with 721,799 reactions and 888 catalyst types from USPTO. Task: Predict which catalyst facilitates the given reaction. (1) Reactant: CS([C:4]1[N:9]=[C:8]([NH:10][C:11]2[S:12][C:13]3[CH:19]=[C:18]([N+:20]([O-:22])=[O:21])[CH:17]=[CH:16][C:14]=3[N:15]=2)[CH:7]=[C:6]([CH2:23][N:24]2[CH2:29][CH2:28][O:27][CH2:26][CH2:25]2)[N:5]=1)=O.[NH2:30][C@H:31]1[CH2:36][CH2:35][C@H:34]([OH:37])[CH2:33][CH2:32]1.C(N(C(C)C)CC)(C)C. Product: [N:24]1([CH2:23][C:6]2[CH:7]=[C:8]([NH:10][C:11]3[S:12][C:13]4[CH:19]=[C:18]([N+:20]([O-:22])=[O:21])[CH:17]=[CH:16][C:14]=4[N:15]=3)[N:9]=[C:4]([NH:30][C@H:31]3[CH2:36][CH2:35][C@H:34]([OH:37])[CH2:33][CH2:32]3)[N:5]=2)[CH2:29][CH2:28][O:27][CH2:26][CH2:25]1. The catalyst class is: 32. (2) The catalyst class is: 8. Product: [CH3:1][C:2]1[CH:11]=[CH:10][C:9]2[C:4](=[C:5]([NH2:14])[C:6]([CH3:13])=[CH:7][C:8]=2[CH3:12])[N:3]=1. Reactant: [CH3:1][C:2]1[CH:11]=[CH:10][C:9]2[C:4](=[C:5]([N+:14]([O-])=O)[C:6]([CH3:13])=[CH:7][C:8]=2[CH3:12])[N:3]=1.S(S([O-])=O)([O-])=O.[Na+].[Na+].[OH-].[Na+].